Dataset: Reaction yield outcomes from USPTO patents with 853,638 reactions. Task: Predict the reaction yield, written as a fraction of the theoretical maximum amount of product (1.0 means a 100% yield; for example, 0.34 means a 34% yield). (1) The reactants are Br[C:2]1[CH:7]=[CH:6][C:5]2[C:8]3([CH2:23][O:24][C:4]=2[CH:3]=1)[C:16]1[C:11](=[CH:12][CH:13]=[CH:14][CH:15]=1)[N:10]([CH2:17][CH2:18][CH2:19][CH2:20][CH3:21])[C:9]3=[O:22].[CH3:25][S:26]([O-:28])=[O:27].[Na+].N1CCC[C@H]1C(O)=O. The catalyst is CS(C)=O.O.[Cu](I)I. The product is [CH3:25][S:26]([C:2]1[CH:7]=[CH:6][C:5]2[C:8]3([CH2:23][O:24][C:4]=2[CH:3]=1)[C:16]1[C:11](=[CH:12][CH:13]=[CH:14][CH:15]=1)[N:10]([CH2:17][CH2:18][CH2:19][CH2:20][CH3:21])[C:9]3=[O:22])(=[O:28])=[O:27]. The yield is 0.460. (2) The reactants are [CH2:1]([O:8][N:9]1[C:15](=[O:16])[N:14]2[CH2:17][C@H:10]1[CH2:11][CH2:12][C@H:13]2[CH:18]=O)[C:2]1[CH:7]=[CH:6][CH:5]=[CH:4][CH:3]=1.Cl.[NH2:21][OH:22].N1C=CC=CC=1. The catalyst is CCO. The product is [CH2:1]([O:8][N:9]1[C:15](=[O:16])[N:14]2[CH2:17][CH:10]1[CH2:11][CH2:12][CH:13]2/[CH:18]=[N:21]/[OH:22])[C:2]1[CH:3]=[CH:4][CH:5]=[CH:6][CH:7]=1. The yield is 0.420. (3) The reactants are [S:1]1[C:5]2[NH:6][C:7]([C:9]([NH2:11])=[O:10])=[CH:8][C:4]=2[CH:3]=[CH:2]1.[H-].[Na+].[CH:14]1[CH:19]=[C:18]([S:20][S:20][C:18]2[N:17]=[CH:16][CH:15]=[CH:14][CH:19]=2)[N:17]=[CH:16][CH:15]=1. The catalyst is CN(C)C=O.O. The product is [N:17]1[CH:16]=[CH:15][CH:14]=[CH:19][C:18]=1[S:20][C:8]1[C:4]2[CH:3]=[CH:2][S:1][C:5]=2[NH:6][C:7]=1[C:9]([NH2:11])=[O:10]. The yield is 0.320.